Dataset: Reaction yield outcomes from USPTO patents with 853,638 reactions. Task: Predict the reaction yield, written as a fraction of the theoretical maximum amount of product (1.0 means a 100% yield; for example, 0.34 means a 34% yield). (1) The reactants are [OH:1][C:2]1[CH:3]=[C:4]2[C:9](=[CH:10][CH:11]=1)[CH:8]=[N:7][CH:6]=[CH:5]2.[B-](F)(F)(F)F.C1C=CN=CC=1.C1C=CN=CC=1.[IH2+:29].FC(F)(F)S(O)(=O)=O. The catalyst is ClCCl. The product is [I:29][C:3]1[C:2]([OH:1])=[CH:11][CH:10]=[C:9]2[C:4]=1[CH:5]=[CH:6][N:7]=[CH:8]2. The yield is 0.970. (2) The reactants are [Br:1][C:2]1[CH:7]=[CH:6][C:5]([CH2:8]Br)=[CH:4][C:3]=1[F:10].[C-:11]#[N:12].[K+]. The catalyst is C(O)C. The product is [Br:1][C:2]1[CH:7]=[CH:6][C:5]([CH2:8][C:11]#[N:12])=[CH:4][C:3]=1[F:10]. The yield is 0.790.